The task is: Regression. Given a peptide amino acid sequence and an MHC pseudo amino acid sequence, predict their binding affinity value. This is MHC class I binding data.. This data is from Peptide-MHC class I binding affinity with 185,985 pairs from IEDB/IMGT. (1) The peptide sequence is RRYTRRISL. The MHC is HLA-A30:01 with pseudo-sequence HLA-A30:01. The binding affinity (normalized) is 0.0847. (2) The MHC is HLA-A26:01 with pseudo-sequence HLA-A26:01. The binding affinity (normalized) is 0.0847. The peptide sequence is HVIYFTAFT. (3) The peptide sequence is AHIDNYNKF. The MHC is HLA-A30:02 with pseudo-sequence HLA-A30:02. The binding affinity (normalized) is 0. (4) The peptide sequence is KIYNRNIVNRLLGD. The MHC is H-2-Kd with pseudo-sequence H-2-Kd. The binding affinity (normalized) is 0.166. (5) The peptide sequence is FMPKDGGMM. The MHC is HLA-A68:02 with pseudo-sequence HLA-A68:02. The binding affinity (normalized) is 0.